This data is from Reaction yield outcomes from USPTO patents with 853,638 reactions. The task is: Predict the reaction yield, written as a fraction of the theoretical maximum amount of product (1.0 means a 100% yield; for example, 0.34 means a 34% yield). (1) The reactants are [F:1][C:2]1[CH:10]=[C:9]2[C:5]([C:6]([C:20]3[CH:33]=[CH:32][C:23]4[N:24]([CH2:28][C:29]([NH2:31])=O)C(=O)O[C:22]=4[CH:21]=3)=[CH:7][N:8]2S(C2C=CC=CC=2)(=O)=O)=[CH:4][CH:3]=1.[C:34](Cl)(=[O:36])[CH3:35].Cl.[OH2:39]. The catalyst is C(Cl)Cl. The product is [F:1][C:2]1[CH:10]=[C:9]2[C:5]([C:6]([C:20]3[CH:21]=[CH:22][C:23]4[N:24]=[C:28]([CH2:29][NH:31][C:34](=[O:36])[CH3:35])[O:39][C:32]=4[CH:33]=3)=[CH:7][NH:8]2)=[CH:4][CH:3]=1. The yield is 0.390. (2) The reactants are [C:1]([C:4]1[C:8]([CH3:9])=[C:7]([C:10]2[CH:15]=[CH:14][N:13]=[CH:12][CH:11]=2)[O:6][C:5]=1[CH3:16])(=O)[CH3:2].Cl.[NH2:18][OH:19]. The catalyst is CCO.N1C=CC=CC=1. The product is [CH3:16][C:5]1[O:6][C:7]([C:10]2[CH:15]=[CH:14][N:13]=[CH:12][CH:11]=2)=[C:8]([CH3:9])[C:4]=1[C:1](=[N:18][OH:19])[CH3:2]. The yield is 0.840. (3) The reactants are [Cl:1][C:2]1[N:7]=[CH:6][C:5]2[C:8](I)=[N:9][N:10]([CH:11]([CH3:13])[CH3:12])[C:4]=2[CH:3]=1.[NH:15]1[CH2:18][CH:17]([C:19]([OH:22])([CH3:21])[CH3:20])[CH2:16]1.[C:23](=O)([O-])[O-].[K+].[K+].N1CCC[C@H]1C(O)=O. The catalyst is [Cu]I.CN(C)C=O. The product is [Cl:1][C:2]1[N:7]=[CH:6][C:5]2[C:8]([N:15]3[CH2:18][CH:17]([C:19]([OH:22])([CH3:21])[CH3:20])[CH2:16]3)=[N:9][N:10]([CH:11]([CH2:13][CH3:23])[CH3:12])[C:4]=2[CH:3]=1. The yield is 0.470. (4) The reactants are [N+:1]([C:4]1[CH:5]=[C:6]([C:10]2[N:15]3[N:16]=[CH:17][C:18]([C:19]([C:21]4[S:22][CH:23]=[CH:24][CH:25]=4)=[O:20])=[C:14]3[N:13]=[CH:12][CH:11]=2)[CH:7]=[CH:8][CH:9]=1)([O-])=O.[Cl-].[NH4+]. The catalyst is CO.O.[Fe]. The product is [NH2:1][C:4]1[CH:5]=[C:6]([C:10]2[N:15]3[N:16]=[CH:17][C:18]([C:19]([C:21]4[S:22][CH:23]=[CH:24][CH:25]=4)=[O:20])=[C:14]3[N:13]=[CH:12][CH:11]=2)[CH:7]=[CH:8][CH:9]=1. The yield is 0.740. (5) The catalyst is CN(C=O)C. The product is [Cl:1][C:2]1[C:9]([F:10])=[CH:8][C:5]([C:6]#[N:7])=[C:4]([O:12][C:13]2[CH:20]=[CH:19][CH:18]=[C:15]([CH:16]=[O:17])[C:14]=2[O:21][CH3:22])[CH:3]=1. The yield is 0.420. The reactants are [Cl:1][C:2]1[C:9]([F:10])=[CH:8][C:5]([C:6]#[N:7])=[C:4](F)[CH:3]=1.[OH:12][C:13]1[C:14]([O:21][CH3:22])=[C:15]([CH:18]=[CH:19][CH:20]=1)[CH:16]=[O:17].C(=O)([O-])[O-].[Cs+].[Cs+].[OH-].[Na+]. (6) The reactants are [CH2:1]([O:3][C:4](=[O:32])[C:5]([O:8][C:9]1[CH:14]=[CH:13][C:12]([O:15][CH2:16][CH2:17][C:18]2[N:19]=[C:20]([C:24]3[CH:29]=[CH:28][CH:27]=[CH:26][CH:25]=3)[O:21][C:22]=2[CH3:23])=[CH:11][C:10]=1[CH2:30]O)([CH3:7])[CH3:6])[CH3:2].C1(P(C2C=CC=CC=2)C2C=CC=CC=2)C=CC=CC=1.C(Br)(Br)(Br)[Br:53].CCOC(C)=O. The catalyst is C1COCC1. The product is [CH2:1]([O:3][C:4](=[O:32])[C:5]([O:8][C:9]1[CH:14]=[CH:13][C:12]([O:15][CH2:16][CH2:17][C:18]2[N:19]=[C:20]([C:24]3[CH:29]=[CH:28][CH:27]=[CH:26][CH:25]=3)[O:21][C:22]=2[CH3:23])=[CH:11][C:10]=1[CH2:30][Br:53])([CH3:7])[CH3:6])[CH3:2]. The yield is 0.760. (7) The reactants are [NH2:1][C:2]1[CH:7]=[CH:6][CH:5]=[CH:4][CH:3]=1.[CH2:8]([O:10][C:11](=[O:17])[C:12](=[N+:15]=[N-:16])[CH:13]=O)[CH3:9].CC(O)=O. The catalyst is CCO. The product is [CH2:8]([O:10][C:11]([C:12]1[N:15]=[N:16][N:1]([C:2]2[CH:7]=[CH:6][CH:5]=[CH:4][CH:3]=2)[CH:13]=1)=[O:17])[CH3:9]. The yield is 0.874. (8) The reactants are [CH3:1][O:2][C:3](=[O:33])[C:4]([NH:25][C:26]([O:28][C:29]([CH3:32])([CH3:31])[CH3:30])=[O:27])=[CH:5][C:6]1[CH:11]=[CH:10][C:9]([O:12][CH2:13][C:14]2[CH:19]=[CH:18][CH:17]=[CH:16][CH:15]=2)=[CH:8][C:7]=1[CH2:20][O:21][C:22](=[O:24])[CH3:23].[H][H]. The catalyst is CO. The product is [CH3:1][O:2][C:3](=[O:33])[CH:4]([NH:25][C:26]([O:28][C:29]([CH3:32])([CH3:31])[CH3:30])=[O:27])[CH2:5][C:6]1[CH:11]=[CH:10][C:9]([O:12][CH2:13][C:14]2[CH:19]=[CH:18][CH:17]=[CH:16][CH:15]=2)=[CH:8][C:7]=1[CH2:20][O:21][C:22](=[O:24])[CH3:23]. The yield is 0.900.